From a dataset of Forward reaction prediction with 1.9M reactions from USPTO patents (1976-2016). Predict the product of the given reaction. (1) Given the reactants [CH3:1][O:2][C:3]([C:5]1[C:6]([OH:34])=[C:7]2[C:12](=[C:13](Br)[N:14]=1)[N:11]([CH2:16][C:17]1[CH:22]=[CH:21][CH:20]=[CH:19][CH:18]=1)[C:10](=[O:23])[C:9]([C:24]1[CH:29]=[CH:28][CH:27]=[C:26]([C:30]([F:33])([F:32])[F:31])[CH:25]=1)=[CH:8]2)=[O:4].C([Sn](CCCC)(CCCC)[C:40]1[CH:41]=[N:42][CH:43]=[CH:44][CH:45]=1)CCC.CCOC(C)=O.Cl, predict the reaction product. The product is: [CH3:1][O:2][C:3]([C:5]1[C:6]([OH:34])=[C:7]2[C:12](=[C:13]([C:40]3[CH:41]=[N:42][CH:43]=[CH:44][CH:45]=3)[N:14]=1)[N:11]([CH2:16][C:17]1[CH:22]=[CH:21][CH:20]=[CH:19][CH:18]=1)[C:10](=[O:23])[C:9]([C:24]1[CH:29]=[CH:28][CH:27]=[C:26]([C:30]([F:33])([F:32])[F:31])[CH:25]=1)=[CH:8]2)=[O:4]. (2) Given the reactants [C:1]1([C:7]2[C:12]3[CH:13]=[CH:14][O:15][C:11]=3[C:10](O)=[N:9][N:8]=2)[CH:6]=[CH:5][CH:4]=[CH:3][CH:2]=1.N1C=CC=CC=1.O=P(Cl)(Cl)[Cl:25], predict the reaction product. The product is: [Cl:25][C:10]1[C:11]2[O:15][CH:14]=[CH:13][C:12]=2[C:7]([C:1]2[CH:6]=[CH:5][CH:4]=[CH:3][CH:2]=2)=[N:8][N:9]=1. (3) Given the reactants [C:1]1([S:7]([CH2:9][C:10]2[C:15]([C:16]([O:18][CH3:19])=[O:17])=[C:14]([O:20][CH3:21])[C:13]([C:22]3[CH:26]=[CH:25][O:24][CH:23]=3)=[CH:12][CH:11]=2)=[O:8])[CH:6]=[CH:5][CH:4]=[CH:3][CH:2]=1.[F:27][C:28]([F:33])([F:32])[C:29]([NH2:31])=[O:30].[O-2].[Mg+2].C(O)(=O)C.C(O)(=O)C.IC1C=CC=CC=1, predict the reaction product. The product is: [O:24]1[CH:25]=[CH:26][C:22]([C:13]2[C:14]([O:20][CH3:21])=[C:15]([C:10]([CH2:9][S:7]([C:1]3[CH:6]=[CH:5][CH:4]=[CH:3][CH:2]=3)(=[N:31][C:29](=[O:30])[C:28]([F:33])([F:32])[F:27])=[O:8])=[CH:11][CH:12]=2)[C:16]([O:18][CH3:19])=[O:17])=[CH:23]1.